From a dataset of Peptide-MHC class II binding affinity with 134,281 pairs from IEDB. Regression. Given a peptide amino acid sequence and an MHC pseudo amino acid sequence, predict their binding affinity value. This is MHC class II binding data. The peptide sequence is CILAWILVRIINVRS. The MHC is DRB1_0404 with pseudo-sequence DRB1_0404. The binding affinity (normalized) is 0.324.